This data is from Full USPTO retrosynthesis dataset with 1.9M reactions from patents (1976-2016). The task is: Predict the reactants needed to synthesize the given product. Given the product [Cl:1][C:2]1[N:7]=[C:6]([NH:12][CH2:11][CH2:9][OH:10])[CH:5]=[CH:4][N:3]=1, predict the reactants needed to synthesize it. The reactants are: [Cl:1][C:2]1[N:7]=[C:6](Cl)[CH:5]=[CH:4][N:3]=1.[CH2:9]([CH2:11][NH2:12])[OH:10].